This data is from Merck oncology drug combination screen with 23,052 pairs across 39 cell lines. The task is: Regression. Given two drug SMILES strings and cell line genomic features, predict the synergy score measuring deviation from expected non-interaction effect. (1) Drug 1: CN(C)C(=N)N=C(N)N. Drug 2: Cn1nnc2c(C(N)=O)ncn2c1=O. Cell line: VCAP. Synergy scores: synergy=-11.7. (2) Drug 1: CC(=O)OC1C(=O)C2(C)C(O)CC3OCC3(OC(C)=O)C2C(OC(=O)c2ccccc2)C2(O)CC(OC(=O)C(O)C(NC(=O)c3ccccc3)c3ccccc3)C(C)=C1C2(C)C. Drug 2: C#Cc1cccc(Nc2ncnc3cc(OCCOC)c(OCCOC)cc23)c1. Cell line: MSTO. Synergy scores: synergy=18.0. (3) Drug 2: O=C(O)C1(Cc2cccc(Nc3nccs3)n2)CCC(Oc2cccc(Cl)c2F)CC1. Drug 1: COC12C(COC(N)=O)C3=C(C(=O)C(C)=C(N)C3=O)N1CC1NC12. Cell line: A375. Synergy scores: synergy=-6.79. (4) Drug 1: N#Cc1ccc(Cn2cncc2CN2CCN(c3cccc(Cl)c3)C(=O)C2)cc1. Synergy scores: synergy=14.1. Drug 2: NC1CCCCC1N.O=C(O)C(=O)O.[Pt+2]. Cell line: OCUBM. (5) Drug 1: CCN(CC)CCNC(=O)c1c(C)[nH]c(C=C2C(=O)Nc3ccc(F)cc32)c1C. Drug 2: O=C(NOCC(O)CO)c1ccc(F)c(F)c1Nc1ccc(I)cc1F. Cell line: UWB1289BRCA1. Synergy scores: synergy=11.9. (6) Drug 1: CCN(CC)CCNC(=O)c1c(C)[nH]c(C=C2C(=O)Nc3ccc(F)cc32)c1C. Drug 2: CCC1(O)C(=O)OCc2c1cc1n(c2=O)Cc2cc3c(CN(C)C)c(O)ccc3nc2-1. Cell line: CAOV3. Synergy scores: synergy=2.27.